Dataset: Full USPTO retrosynthesis dataset with 1.9M reactions from patents (1976-2016). Task: Predict the reactants needed to synthesize the given product. (1) Given the product [CH3:1][O:2][C:3]1[C:4]2[C:15]([C:16]3[CH:21]=[CH:20][CH:19]=[CH:18][CH:17]=3)=[C:14]([C:22]3[CH:27]=[CH:26][C:25]([C:28]4([NH:32][C:33](=[O:39])[O:34][C:35]([CH3:38])([CH3:37])[CH3:36])[CH2:31][CH2:30][CH2:29]4)=[CH:24][CH:23]=3)[O:13][C:5]=2[N:6]=[C:7]([NH:41][CH3:40])[N:8]=1, predict the reactants needed to synthesize it. The reactants are: [CH3:1][O:2][C:3]1[C:4]2[C:15]([C:16]3[CH:21]=[CH:20][CH:19]=[CH:18][CH:17]=3)=[C:14]([C:22]3[CH:27]=[CH:26][C:25]([C:28]4([NH:32][C:33](=[O:39])[O:34][C:35]([CH3:38])([CH3:37])[CH3:36])[CH2:31][CH2:30][CH2:29]4)=[CH:24][CH:23]=3)[O:13][C:5]=2[N:6]=[C:7](S(C)(=O)=O)[N:8]=1.[CH3:40][NH2:41].C1COCC1. (2) Given the product [Cl:1][C:2]1[CH:3]=[C:4]([CH:16]=[CH:17][CH:18]=1)[O:5][CH2:6][C:7]([NH:9][CH:10]1[CH2:15][CH2:14][N:13]([CH2:31][C:28]2[CH:29]=[CH:30][N:26]([C:23]3[CH:24]=[CH:25][C:20]([Br:19])=[CH:21][CH:22]=3)[CH:27]=2)[CH2:12][CH2:11]1)=[O:8], predict the reactants needed to synthesize it. The reactants are: [Cl:1][C:2]1[CH:3]=[C:4]([CH:16]=[CH:17][CH:18]=1)[O:5][CH2:6][C:7]([NH:9][CH:10]1[CH2:15][CH2:14][NH:13][CH2:12][CH2:11]1)=[O:8].[Br:19][C:20]1[CH:25]=[CH:24][C:23]([N:26]2[CH:30]=[CH:29][C:28]([CH:31]=O)=[CH:27]2)=[CH:22][CH:21]=1.C([BH3-])#N.[N-]=C=O.C(O)C(N)(CO)CO.